This data is from Full USPTO retrosynthesis dataset with 1.9M reactions from patents (1976-2016). The task is: Predict the reactants needed to synthesize the given product. Given the product [ClH:19].[ClH:19].[NH2:1][C:4]1[CH:9]=[CH:8][C:7]([N:10]2[CH2:11][CH2:12][CH:13]([C:16]([OH:18])=[O:17])[CH2:14][CH2:15]2)=[CH:6][CH:5]=1, predict the reactants needed to synthesize it. The reactants are: [N+:1]([C:4]1[CH:9]=[CH:8][C:7]([N:10]2[CH2:15][CH2:14][CH:13]([C:16]([OH:18])=[O:17])[CH2:12][CH2:11]2)=[CH:6][CH:5]=1)([O-])=O.[ClH:19].